This data is from Full USPTO retrosynthesis dataset with 1.9M reactions from patents (1976-2016). The task is: Predict the reactants needed to synthesize the given product. (1) Given the product [CH:2]([C:6]1[CH:7]=[C:8]([NH:12][C:13](=[O:15])[CH3:14])[CH:9]=[CH:10][CH:11]=1)=[O:1], predict the reactants needed to synthesize it. The reactants are: [O:1]1CCO[CH:2]1[C:6]1[CH:7]=[C:8]([NH:12][C:13](=[O:15])[CH3:14])[CH:9]=[CH:10][CH:11]=1.C1(C)C=CC(S([O-])(=O)=O)=CC=1.[NH+]1C=CC=CC=1. (2) Given the product [O:1]1[CH:5]=[CH:4][CH:3]=[C:2]1[C:6]1[C:11]([I:12])=[C:10]([O:23][C:17]2[CH:22]=[CH:21][CH:20]=[CH:19][CH:18]=2)[N:9]=[C:8]([NH2:16])[N:7]=1, predict the reactants needed to synthesize it. The reactants are: [O:1]1[CH:5]=[CH:4][CH:3]=[C:2]1[C:6]1[C:11]([I:12])=[C:10](S(C)=O)[N:9]=[C:8]([NH2:16])[N:7]=1.[C:17]1([OH:23])[CH:22]=[CH:21][CH:20]=[CH:19][CH:18]=1.C1CCN2C(=NCCC2)CC1. (3) Given the product [CH3:1][CH:2]1[CH2:11][CH2:10][C:9]2[C:4](=[CH:5][CH:6]=[CH:7][C:8]=2[O:12][C:13]2[CH:18]=[CH:17][CH:16]=[CH:15][CH:14]=2)[NH:3]1, predict the reactants needed to synthesize it. The reactants are: [CH3:1][C:2]1[CH:11]=[CH:10][C:9]2[C:4](=[CH:5][CH:6]=[CH:7][C:8]=2[O:12][C:13]2[CH:18]=[CH:17][CH:16]=[CH:15][CH:14]=2)[N:3]=1.[BH4-].[Na+].